Dataset: Reaction yield outcomes from USPTO patents with 853,638 reactions. Task: Predict the reaction yield, written as a fraction of the theoretical maximum amount of product (1.0 means a 100% yield; for example, 0.34 means a 34% yield). (1) The reactants are C([O:4][CH2:5][C:6]([NH:8][C:9]1[CH:14]=[CH:13][C:12]([C:15]2[C:16]3[CH:38]=[C:37]([Cl:39])[CH:36]=[CH:35][C:17]=3[N:18]([CH3:34])[C:19](=[O:33])[CH:20]([CH2:22][C:23]3[CH:32]=[CH:31][C:30]4[C:25](=[CH:26][CH:27]=[CH:28][CH:29]=4)[CH:24]=3)[N:21]=2)=[CH:11][N:10]=1)=[O:7])(=O)C.C(=O)([O-])[O-].[K+].[K+]. The catalyst is CO.O. The product is [Cl:39][C:37]1[CH:36]=[CH:35][C:17]2[N:18]([CH3:34])[C:19](=[O:33])[CH:20]([CH2:22][C:23]3[CH:32]=[CH:31][C:30]4[C:25](=[CH:26][CH:27]=[CH:28][CH:29]=4)[CH:24]=3)[N:21]=[C:15]([C:12]3[CH:13]=[CH:14][C:9]([NH:8][C:6](=[O:7])[CH2:5][OH:4])=[N:10][CH:11]=3)[C:16]=2[CH:38]=1. The yield is 0.430. (2) The reactants are OS(O)(=O)=O.[N+:6]([O-:9])(O)=[O:7].[C:10]1([CH:16]2[CH2:21][CH2:20][NH:19][CH2:18][CH2:17]2)[CH:15]=[CH:14][CH:13]=[CH:12][CH:11]=1.C([O-])(O)=O.[Na+]. The catalyst is C(O)(=O)C. The product is [N+:6]([C:13]1[CH:12]=[CH:11][C:10]([CH:16]2[CH2:17][CH2:18][NH:19][CH2:20][CH2:21]2)=[CH:15][CH:14]=1)([O-:9])=[O:7]. The yield is 0.500. (3) No catalyst specified. The yield is 0.780. The product is [ClH:35].[F:25][C:26]1[CH:27]=[C:28]([CH:31]=[CH:32][C:33]=1[F:34])[CH2:29][O:1][C:2]1[CH:3]=[CH:4][C:5]([C@@H:8]2[CH2:12][C:11]3([CH2:13][CH2:14][NH:15][CH2:16][CH2:17]3)[O:10][CH2:9]2)=[CH:6][CH:7]=1. The reactants are [OH:1][C:2]1[CH:7]=[CH:6][C:5]([C@@H:8]2[CH2:12][C:11]3([CH2:17][CH2:16][N:15](C(OC(C)(C)C)=O)[CH2:14][CH2:13]3)[O:10][CH2:9]2)=[CH:4][CH:3]=1.[F:25][C:26]1[CH:27]=[C:28]([CH:31]=[CH:32][C:33]=1[F:34])[CH2:29]Br.[ClH:35].FC1C=CC(COC2C=CC([C@H]3CC4(CCNCC4)OC3)=CC=2)=CC=1. (4) The reactants are [Cl:1][C:2]1[CH:10]=[CH:9][C:8](SC)=[CH:7][C:3]=1[C:4]([OH:6])=[O:5].O[O:14][S:15]([O-:17])=O.[K+].[CH3:19]O. No catalyst specified. The product is [Cl:1][C:2]1[CH:10]=[CH:9][C:8]([S:15]([CH3:19])(=[O:17])=[O:14])=[CH:7][C:3]=1[C:4]([OH:6])=[O:5]. The yield is 0.870. (5) The reactants are [CH3:1][O:2][C:3]1[CH:4]=[C:5]2[C:10](=[CH:11][C:12]=1[O:13][CH3:14])[N:9]=[CH:8][CH:7]=[C:6]2[O:15][C:16]1[CH:22]=[CH:21][C:19]([NH2:20])=[CH:18][CH:17]=1.ClC(Cl)(O[C:27](=[O:33])OC(Cl)(Cl)Cl)Cl.[CH2:35]([N:42]1[CH2:46][CH2:45][CH:44]([NH2:47])[CH2:43]1)[C:36]1[CH:41]=[CH:40][CH:39]=[CH:38][CH:37]=1.C(=O)([O-])O.[Na+]. The catalyst is C(N(CC)CC)C.C(Cl)(Cl)Cl. The product is [CH2:35]([N:42]1[CH2:46][CH2:45][CH:44]([NH:47][C:27]([NH:20][C:19]2[CH:21]=[CH:22][C:16]([O:15][C:6]3[C:5]4[C:10](=[CH:11][C:12]([O:13][CH3:14])=[C:3]([O:2][CH3:1])[CH:4]=4)[N:9]=[CH:8][CH:7]=3)=[CH:17][CH:18]=2)=[O:33])[CH2:43]1)[C:36]1[CH:37]=[CH:38][CH:39]=[CH:40][CH:41]=1. The yield is 0.450. (6) The reactants are [C:1]1([OH:11])[C:10]2[C:5](=[CH:6][CH:7]=[CH:8][CH:9]=2)[CH:4]=[CH:3][CH:2]=1.C1(C)C=CC(S(O[CH2:22][CH2:23][O:24][CH2:25][CH2:26][O:27][CH3:28])(=O)=O)=CC=1.C(=O)([O-])[O-].[K+].[K+].O. The catalyst is CS(C)=O.C1(C)C=CC=CC=1. The product is [CH3:28][O:27][CH2:26][CH2:25][O:24][CH2:23][CH2:22][O:11][C:1]1[C:10]2[C:5](=[CH:6][CH:7]=[CH:8][CH:9]=2)[CH:4]=[CH:3][CH:2]=1. The yield is 0.750.